This data is from Reaction yield outcomes from USPTO patents with 853,638 reactions. The task is: Predict the reaction yield, written as a fraction of the theoretical maximum amount of product (1.0 means a 100% yield; for example, 0.34 means a 34% yield). The reactants are [F:1][C:2]1[C:11]([CH:12]=[O:13])=[C:10]([F:14])[CH:9]=[C:8]2[C:3]=1[CH:4]=[CH:5][CH:6]=[N:7]2.[CH2:15]([Mg]I)C. The catalyst is C1COCC1. The product is [F:1][C:2]1[C:11]([CH:12]([OH:13])[CH3:15])=[C:10]([F:14])[CH:9]=[C:8]2[C:3]=1[CH:4]=[CH:5][CH:6]=[N:7]2. The yield is 0.580.